From a dataset of Forward reaction prediction with 1.9M reactions from USPTO patents (1976-2016). Predict the product of the given reaction. (1) Given the reactants F[C:2]1([O:9][C:10]#[C:11][CH3:12])[CH:7]=[C:6]([F:8])[CH:5]=[CH:4][CH2:3]1.[Br:13]C1C=CC(F)=CC=1O, predict the reaction product. The product is: [Br:13][C:3]1[CH:4]=[CH:5][C:6]([F:8])=[CH:7][C:2]=1[O:9][CH2:10][C:11]#[CH:12]. (2) Given the reactants BrC1C=C(N[C@@H]2CCCN(C(OC(C)(C)C)=O)C2)C(OC)=NC=1.[Cl:24][CH2:25][C:26]([N:28]1CC[CH2:31][C@@H:30]([NH:34][C:35]2[C:40](=[O:41])[NH:39][CH:38]=[C:37]([C:42]3[CH:47]=[CH:46][N:45]=[CH:44][CH:43]=3)[CH:36]=2)[CH2:29]1)=[O:27], predict the reaction product. The product is: [Cl:24][CH2:25][C:26]([N:28]1[CH2:29][CH:30]([NH:34][C:35]2[C:40](=[O:41])[NH:39][CH:38]=[C:37]([C:42]3[CH:43]=[CH:44][N:45]=[CH:46][CH:47]=3)[CH:36]=2)[CH2:31]1)=[O:27].